From a dataset of NCI-60 drug combinations with 297,098 pairs across 59 cell lines. Regression. Given two drug SMILES strings and cell line genomic features, predict the synergy score measuring deviation from expected non-interaction effect. (1) Cell line: HCT116. Drug 1: C1=CC(=CC=C1CCC2=CNC3=C2C(=O)NC(=N3)N)C(=O)NC(CCC(=O)O)C(=O)O. Synergy scores: CSS=62.3, Synergy_ZIP=-5.59, Synergy_Bliss=-6.79, Synergy_Loewe=-1.88, Synergy_HSA=-0.116. Drug 2: C1=C(C(=O)NC(=O)N1)F. (2) Drug 1: CNC(=O)C1=CC=CC=C1SC2=CC3=C(C=C2)C(=NN3)C=CC4=CC=CC=N4. Drug 2: CC(CN1CC(=O)NC(=O)C1)N2CC(=O)NC(=O)C2. Cell line: UO-31. Synergy scores: CSS=14.4, Synergy_ZIP=-3.80, Synergy_Bliss=0.714, Synergy_Loewe=0.942, Synergy_HSA=0.735. (3) Synergy scores: CSS=23.1, Synergy_ZIP=-1.32, Synergy_Bliss=4.22, Synergy_Loewe=-1.88, Synergy_HSA=4.36. Drug 1: COC1=CC(=CC(=C1O)OC)C2C3C(COC3=O)C(C4=CC5=C(C=C24)OCO5)OC6C(C(C7C(O6)COC(O7)C8=CC=CS8)O)O. Drug 2: C1=CC(=CC=C1C#N)C(C2=CC=C(C=C2)C#N)N3C=NC=N3. Cell line: TK-10. (4) Drug 1: C1=CN(C=N1)CC(O)(P(=O)(O)O)P(=O)(O)O. Drug 2: CCC1(C2=C(COC1=O)C(=O)N3CC4=CC5=C(C=CC(=C5CN(C)C)O)N=C4C3=C2)O.Cl. Cell line: UO-31. Synergy scores: CSS=10.5, Synergy_ZIP=-5.43, Synergy_Bliss=-0.775, Synergy_Loewe=-17.8, Synergy_HSA=-0.754. (5) Drug 1: CC12CCC3C(C1CCC2O)C(CC4=C3C=CC(=C4)O)CCCCCCCCCS(=O)CCCC(C(F)(F)F)(F)F. Drug 2: CCC1=C2CN3C(=CC4=C(C3=O)COC(=O)C4(CC)O)C2=NC5=C1C=C(C=C5)O. Cell line: SF-268. Synergy scores: CSS=40.0, Synergy_ZIP=2.54, Synergy_Bliss=2.77, Synergy_Loewe=-82.0, Synergy_HSA=-3.81. (6) Drug 1: CC1=CC2C(CCC3(C2CCC3(C(=O)C)OC(=O)C)C)C4(C1=CC(=O)CC4)C. Drug 2: CN(CC1=CN=C2C(=N1)C(=NC(=N2)N)N)C3=CC=C(C=C3)C(=O)NC(CCC(=O)O)C(=O)O. Cell line: SK-MEL-5. Synergy scores: CSS=13.9, Synergy_ZIP=-0.524, Synergy_Bliss=4.72, Synergy_Loewe=-34.9, Synergy_HSA=-2.38. (7) Drug 1: CN1CCC(CC1)COC2=C(C=C3C(=C2)N=CN=C3NC4=C(C=C(C=C4)Br)F)OC. Drug 2: CC1CCC2CC(C(=CC=CC=CC(CC(C(=O)C(C(C(=CC(C(=O)CC(OC(=O)C3CCCCN3C(=O)C(=O)C1(O2)O)C(C)CC4CCC(C(C4)OC)OCCO)C)C)O)OC)C)C)C)OC. Cell line: IGROV1. Synergy scores: CSS=64.8, Synergy_ZIP=2.42, Synergy_Bliss=1.88, Synergy_Loewe=5.29, Synergy_HSA=6.82. (8) Drug 1: CN(CCCl)CCCl.Cl. Drug 2: CS(=O)(=O)OCCCCOS(=O)(=O)C. Cell line: HCT-15. Synergy scores: CSS=23.4, Synergy_ZIP=-1.05, Synergy_Bliss=-1.91, Synergy_Loewe=-18.7, Synergy_HSA=-1.90. (9) Drug 1: C1=C(C(=O)NC(=O)N1)N(CCCl)CCCl. Drug 2: C1=CN(C(=O)N=C1N)C2C(C(C(O2)CO)O)O.Cl. Cell line: HT29. Synergy scores: CSS=46.0, Synergy_ZIP=-3.24, Synergy_Bliss=-1.26, Synergy_Loewe=-17.4, Synergy_HSA=1.88.